Predict the reaction yield, written as a fraction of the theoretical maximum amount of product (1.0 means a 100% yield; for example, 0.34 means a 34% yield). From a dataset of Reaction yield outcomes from USPTO patents with 853,638 reactions. (1) The catalyst is C(OCCO)C.O. The reactants are Cl[C:2]1[C:11]2[CH:10]=[C:9]3[N:12]=[CH:13][N:14]([CH2:15][CH2:16][N:17]4[CH2:22][CH2:21][O:20][CH2:19][CH2:18]4)[C:8]3=[CH:7][C:6]=2[N:5]=[CH:4][C:3]=1[C:23]#[N:24].[Cl:25][C:26]1[C:32]([O:33][CH3:34])=[CH:31][C:29]([NH2:30])=[C:28]([CH3:35])[CH:27]=1.Cl.N1C=CC=CC=1.C(=O)([O-])[O-].[Na+].[Na+]. The yield is 0.699. The product is [Cl:25][C:26]1[C:32]([O:33][CH3:34])=[CH:31][C:29]([NH:30][C:2]2[C:11]3[CH:10]=[C:9]4[N:12]=[CH:13][N:14]([CH2:15][CH2:16][N:17]5[CH2:18][CH2:19][O:20][CH2:21][CH2:22]5)[C:8]4=[CH:7][C:6]=3[N:5]=[CH:4][C:3]=2[C:23]#[N:24])=[C:28]([CH3:35])[CH:27]=1. (2) The reactants are Br[C:2]1[CH:7]=[CH:6][C:5]([C:8]2([O:11][CH:12]([CH3:14])[CH3:13])[CH2:10][CH2:9]2)=[CH:4][CH:3]=1.[CH3:15][Si:16]([C:19]#[CH:20])([CH3:18])[CH3:17]. The catalyst is C(N(CC)CC)C.[Cu]I.Cl[Pd](Cl)([P](C1C=CC=CC=1)(C1C=CC=CC=1)C1C=CC=CC=1)[P](C1C=CC=CC=1)(C1C=CC=CC=1)C1C=CC=CC=1. The product is [CH:12]([O:11][C:8]1([C:5]2[CH:6]=[CH:7][C:2]([C:20]#[C:19][Si:16]([CH3:18])([CH3:17])[CH3:15])=[CH:3][CH:4]=2)[CH2:10][CH2:9]1)([CH3:14])[CH3:13]. The yield is 0.980. (3) The reactants are [CH3:1][O:2][CH2:3][C:4](=O)[CH2:5][C:6]([O:8]C)=O.Cl.[C:12](=[NH:17])([NH2:16])[CH2:13][CH2:14][CH3:15].C[O-].[Na+]. The catalyst is CO.C(OCC)(=O)C. The product is [CH3:1][O:2][CH2:3][C:4]1[N:16]=[C:12]([CH2:13][CH2:14][CH3:15])[NH:17][C:6](=[O:8])[CH:5]=1. The yield is 0.910.